From a dataset of Retrosynthesis with 50K atom-mapped reactions and 10 reaction types from USPTO. Predict the reactants needed to synthesize the given product. (1) Given the product Cc1ccccc1C(=O)OCc1ccn2nc(-c3ccc(F)cc3)c(-c3ccncc3)c2c1, predict the reactants needed to synthesize it. The reactants are: Cc1ccccc1C(=O)O.OCc1ccn2nc(-c3ccc(F)cc3)c(-c3ccncc3)c2c1. (2) Given the product COc1c(Br)cc(Cl)cc1C(C)Nc1ncnc2c1ncn2C1CCCCO1, predict the reactants needed to synthesize it. The reactants are: Brc1ncnc2c1ncn2C1CCCCO1.COc1c(Br)cc(Cl)cc1C(C)N. (3) Given the product CC(C)(C)OC(=O)NCCOS(C)(=O)=O, predict the reactants needed to synthesize it. The reactants are: CC(C)(C)OC(=O)NCCO.CS(=O)(=O)Cl. (4) The reactants are: CCOC(=O)CCCSc1nccc(N)n1. Given the product Nc1ccnc(SCCCCO)n1, predict the reactants needed to synthesize it. (5) Given the product COc1cc(N)c(Cl)cc1C(=O)NCC1CCN(CCCCCSc2ccccc2)CC1, predict the reactants needed to synthesize it. The reactants are: BrCCCCCSc1ccccc1.COc1cc(N)c(Cl)cc1C(=O)NCC1CCNCC1. (6) Given the product CC(C)(C)OC(=O)COc1cc(NC(=O)OC(C)(C)C)c([N+](=O)[O-])cc1-c1ccc(F)cc1, predict the reactants needed to synthesize it. The reactants are: CC(C)(C)OC(=O)COc1cc(NC(=O)OC(C)(C)C)c([N+](=O)[O-])cc1I.OB(O)c1ccc(F)cc1.